This data is from Forward reaction prediction with 1.9M reactions from USPTO patents (1976-2016). The task is: Predict the product of the given reaction. The product is: [CH:13]([C:12]1[C:3]([O:2][CH3:1])=[CH:4][C:5]([C:6]([O:8][CH3:9])=[O:7])=[CH:10][C:11]=1[O:16][CH3:17])([CH3:15])[CH3:14]. Given the reactants [CH3:1][O:2][C:3]1[CH:4]=[C:5]([CH:10]=[C:11]([O:16][CH3:17])[C:12]=1[C:13]([CH3:15])=[CH2:14])[C:6]([O:8][CH3:9])=[O:7].C([O-])=O.[NH4+], predict the reaction product.